Dataset: Catalyst prediction with 721,799 reactions and 888 catalyst types from USPTO. Task: Predict which catalyst facilitates the given reaction. (1) Reactant: [Cl:1][C:2]1[CH:9]=[CH:8][C:7]([F:10])=[CH:6][C:3]=1[CH:4]=O.[NH2:11][N:12]1[C:17](=[O:18])[CH:16]=[C:15]([CH3:19])[N:14]([CH2:20][C:21]([O:23][C:24]([CH3:27])([CH3:26])[CH3:25])=[O:22])[C:13]1=[O:28]. The catalyst class is: 467. Product: [Cl:1][C:2]1[CH:9]=[CH:8][C:7]([F:10])=[CH:6][C:3]=1/[CH:4]=[N:11]/[N:12]1[C:17](=[O:18])[CH:16]=[C:15]([CH3:19])[N:14]([CH2:20][C:21]([O:23][C:24]([CH3:27])([CH3:26])[CH3:25])=[O:22])[C:13]1=[O:28]. (2) Reactant: [Na].[NH2:2][C:3]([NH2:5])=[S:4].[C:6]([C:8]([C:20]#[N:21])=[CH:9][C:10]1[CH:15]=[CH:14][C:13]([NH:16][C:17](=[O:19])[CH3:18])=[CH:12][CH:11]=1)#[N:7]. Product: [NH2:21][C:20]1[C:8]([C:6]#[N:7])=[C:9]([C:10]2[CH:15]=[CH:14][C:13]([NH:16][C:17](=[O:19])[CH3:18])=[CH:12][CH:11]=2)[NH:2][CH:3]([SH:4])[N:5]=1. The catalyst class is: 8. (3) Reactant: [CH3:1][C:2]1[CH:3]=[N:4][C:5]2[N:6]([N:8]=[CH:9][C:10]=2[C:11]([OH:13])=O)[CH:7]=1.Cl.[NH2:15][CH:16]([C:21]1[CH:26]=[CH:25][C:24]([O:27][C:28]([F:31])([F:30])[F:29])=[C:23]([F:32])[CH:22]=1)[C:17]([CH3:20])([OH:19])[CH3:18].O.ON1C2C=CC=CC=2N=N1.Cl.CN(C)CCCN=C=NCC. Product: [F:32][C:23]1[CH:22]=[C:21]([CH:16]([NH:15][C:11]([C:10]2[CH:9]=[N:8][N:6]3[CH:7]=[C:2]([CH3:1])[CH:3]=[N:4][C:5]=23)=[O:13])[C:17]([OH:19])([CH3:20])[CH3:18])[CH:26]=[CH:25][C:24]=1[O:27][C:28]([F:31])([F:30])[F:29]. The catalyst class is: 681. (4) Reactant: C[Si](C)(C)N[Si](C)(C)C.C([Li])CCC.[C:15]([N:23]1[CH:27]([CH3:28])[C:26](=[O:29])[O:25][CH:24]1[C:30]1[CH:35]=[CH:34][CH:33]=[CH:32][CH:31]=1)(=[O:22])[C:16]1[CH:21]=[CH:20][CH:19]=[CH:18][CH:17]=1.Br[CH2:37][N:38]1[C:42](=[O:43])[C:41]2=[CH:44][CH:45]=[CH:46][CH:47]=[C:40]2[C:39]1=[O:48]. Product: [C:15]([N:23]1[C:27]([CH2:37][N:38]2[C:42](=[O:43])[C:41]3[C:40](=[CH:47][CH:46]=[CH:45][CH:44]=3)[C:39]2=[O:48])([CH3:28])[C:26](=[O:29])[O:25][CH:24]1[C:30]1[CH:35]=[CH:34][CH:33]=[CH:32][CH:31]=1)(=[O:22])[C:16]1[CH:17]=[CH:18][CH:19]=[CH:20][CH:21]=1. The catalyst class is: 1. (5) Reactant: [F:1][C:2]1[CH:10]=[C:9]2[C:5]([C:6]([C:11]3[CH:12]=[CH:13][C:14]4[S:18](=[O:20])(=[O:19])[N:17]([CH2:21][CH2:22][C:23](O)=[O:24])[CH:16]([CH3:26])[C:15]=4[CH:27]=3)=[CH:7][NH:8]2)=[CH:4][CH:3]=1.[N:28]1([C:34]([O:36][C:37]([CH3:40])([CH3:39])[CH3:38])=[O:35])[CH2:33][CH2:32][NH:31][CH2:30][CH2:29]1.CCN(C(C)C)C(C)C.CN(C(ON1N=NC2C=CC=NC1=2)=[N+](C)C)C.F[P-](F)(F)(F)(F)F. Product: [F:1][C:2]1[CH:10]=[C:9]2[C:5]([C:6]([C:11]3[CH:12]=[CH:13][C:14]4[S:18](=[O:20])(=[O:19])[N:17]([CH2:21][CH2:22][C:23]([N:31]5[CH2:30][CH2:29][N:28]([C:34]([O:36][C:37]([CH3:40])([CH3:39])[CH3:38])=[O:35])[CH2:33][CH2:32]5)=[O:24])[CH:16]([CH3:26])[C:15]=4[CH:27]=3)=[CH:7][NH:8]2)=[CH:4][CH:3]=1. The catalyst class is: 3.